Task: Predict the reactants needed to synthesize the given product.. Dataset: Full USPTO retrosynthesis dataset with 1.9M reactions from patents (1976-2016) (1) Given the product [O:10]=[C:9]([C:11]1[CH:20]=[CH:19][C:14]2[NH:15][C:16](=[O:18])[NH:17][C:13]=2[CH:12]=1)[CH2:8][S:3][CH2:2][C:1]([O:5][CH3:6])=[O:4], predict the reactants needed to synthesize it. The reactants are: [C:1]([O:5][CH3:6])(=[O:4])[CH2:2][SH:3].Cl[CH2:8][C:9]([C:11]1[CH:20]=[CH:19][C:14]2[NH:15][C:16](=[O:18])[NH:17][C:13]=2[CH:12]=1)=[O:10].C(=O)([O-])[O-].[K+].[K+]. (2) Given the product [Br:26][C:24]1[CH:23]=[CH:22][C:21]([O:27][CH2:28][C:29]2[CH:30]=[CH:31][C:32]([F:35])=[CH:33][CH:34]=2)=[C:20]([C:15]2[N:14]([C:6]3[CH:5]=[C:4]([C:9]([O:10][CH:11]([F:12])[F:13])=[CH:8][CH:7]=3)[C:3]([OH:36])=[O:2])[C:18]([CH3:19])=[CH:17][CH:16]=2)[CH:25]=1, predict the reactants needed to synthesize it. The reactants are: C[O:2][C:3](=[O:36])[C:4]1[C:9]([O:10][CH:11]([F:13])[F:12])=[CH:8][CH:7]=[C:6]([N:14]2[C:18]([CH3:19])=[CH:17][CH:16]=[C:15]2[C:20]2[CH:25]=[C:24]([Br:26])[CH:23]=[CH:22][C:21]=2[O:27][CH2:28][C:29]2[CH:34]=[CH:33][C:32]([F:35])=[CH:31][CH:30]=2)[CH:5]=1.[OH-].[Na+]. (3) Given the product [F:1][C:2]([F:22])([F:23])[CH:3]([NH:4][C:5]1[CH:10]=[CH:9][CH:8]=[CH:7][CH:6]=1)[CH2:11][C:12]([OH:14])=[O:13], predict the reactants needed to synthesize it. The reactants are: [F:1][C:2]([F:23])([F:22])[CH:3]([CH:11](C(OCC)=O)[C:12]([O:14]CC)=[O:13])[NH:4][C:5]1[CH:10]=[CH:9][CH:8]=[CH:7][CH:6]=1.[OH-].[Na+].C(O)C. (4) Given the product [CH3:22][O:21][C:19]([C:18]1[C:17]([C:23]([O:25][CH3:26])=[O:24])=[C:1]([CH2:2][CH3:3])[N:5]2[C:13]3[CH:12]=[CH:11][CH:10]=[CH:9][C:8]=3[CH2:7][C:6]=12)=[O:20], predict the reactants needed to synthesize it. The reactants are: [C:1]([N:5]1[C:13]2[C:8](=[CH:9][CH:10]=[CH:11][CH:12]=2)[CH2:7][CH:6]1C(O)=O)(=O)[CH2:2][CH3:3].[C:17]([C:23]([O:25][CH3:26])=[O:24])#[C:18][C:19]([O:21][CH3:22])=[O:20].C(=O)=O. (5) Given the product [Br:1][C:2]1[CH:3]=[N:4][C:5]([O:15][C:9]2[CH:14]=[CH:13][CH:12]=[CH:11][CH:10]=2)=[N:6][CH:7]=1, predict the reactants needed to synthesize it. The reactants are: [Br:1][C:2]1[CH:3]=[N:4][C:5](Cl)=[N:6][CH:7]=1.[C:9]1([OH:15])[CH:14]=[CH:13][CH:12]=[CH:11][CH:10]=1.[OH-].[K+].O. (6) Given the product [NH2:23][C:24]1[CH:29]=[CH:28][C:27]([C:13]2[N:14]=[C:9]([N:3]3[CH2:4][CH:5]4[O:8][CH:1]([CH2:7][CH2:6]4)[CH2:2]3)[N:10]=[C:11]([N:16]3[CH2:21][CH2:20][C:19](=[O:22])[CH2:18][CH2:17]3)[N:12]=2)=[CH:26][CH:25]=1, predict the reactants needed to synthesize it. The reactants are: [CH:1]12[O:8][CH:5]([CH2:6][CH2:7]1)[CH2:4][N:3]([C:9]1[N:14]=[C:13](Cl)[N:12]=[C:11]([N:16]3[CH2:21][CH2:20][C:19](=[O:22])[CH2:18][CH2:17]3)[N:10]=1)[CH2:2]2.[NH2:23][C:24]1[CH:29]=[CH:28][C:27](B(O)O)=[CH:26][CH:25]=1.C(O)C.C1(C)C=CC=CC=1. (7) Given the product [NH2:1][C:2]1[C:7]([N+:8]([O-:10])=[O:9])=[C:6]([N:11]2[CH2:16][CH2:15][N:14]([CH2:17][C:18]([N:20]([CH3:21])[C:50]3[CH:55]=[CH:54][CH:53]=[CH:52][CH:51]=3)=[O:19])[CH2:13][CH2:12]2)[C:5]([Cl:26])=[CH:4][N:3]=1, predict the reactants needed to synthesize it. The reactants are: [NH2:1][C:2]1[C:7]([N+:8]([O-:10])=[O:9])=[C:6]([N:11]2[CH2:16][CH2:15][N:14]([CH2:17][C:18]([NH:20][C:21]3SC=CN=3)=[O:19])[CH2:13][CH2:12]2)[C:5]([Cl:26])=[CH:4][N:3]=1.NC1C([N+]([O-])=O)=C(Cl)C(Cl)=CN=1.CN([C:50]1[CH:55]=[CH:54][CH:53]=[CH:52][CH:51]=1)C(=O)CN1CCNCC1. (8) Given the product [Cl:27][C:21]1[CH:22]=[C:23]([Cl:26])[CH:24]=[CH:25][C:20]=1[CH2:19][CH2:18][NH:17][C:15]1[N:14]=[C:13]([O:28][CH3:29])[N:12]=[C:11]([N:8]2[CH2:7][CH2:6][CH:5]([C:3]([OH:4])=[O:2])[CH2:10][CH2:9]2)[CH:16]=1, predict the reactants needed to synthesize it. The reactants are: C[O:2][C:3]([CH:5]1[CH2:10][CH2:9][N:8]([C:11]2[CH:16]=[C:15]([NH:17][CH2:18][CH2:19][C:20]3[CH:25]=[CH:24][C:23]([Cl:26])=[CH:22][C:21]=3[Cl:27])[N:14]=[C:13]([O:28][CH3:29])[N:12]=2)[CH2:7][CH2:6]1)=[O:4].[OH-].[Li+]. (9) Given the product [CH:1]1([C:5]2[CH:10]=[CH:9][C:8]([CH2:11][O:12][CH3:13])=[CH:7][C:6]=2[CH2:14][NH:15][C:26]([NH:25][C:22]2[N:21]([C:35]3[CH:36]=[CH:37][CH:38]=[CH:39][CH:40]=3)[N:20]=[C:19]3[CH2:18][S:17](=[O:41])(=[O:16])[CH2:24][C:23]=23)=[O:27])[CH2:2][CH2:3][CH2:4]1, predict the reactants needed to synthesize it. The reactants are: [CH:1]1([C:5]2[CH:10]=[CH:9][C:8]([CH2:11][O:12][CH3:13])=[CH:7][C:6]=2[CH2:14][NH2:15])[CH2:4][CH2:3][CH2:2]1.[O:16]=[S:17]1(=[O:41])[CH2:24][C:23]2[C:19](=[N:20][N:21]([C:35]3[CH:40]=[CH:39][CH:38]=[CH:37][CH:36]=3)[C:22]=2[NH:25][C:26](=O)[O:27]C2C=CC=CC=2)[CH2:18]1. (10) Given the product [CH3:19][O:18][C:17]1[C:16]([CH3:20])=[C:15]2[C:11]([C:12](=[O:21])[O:13][CH2:14]2)=[C:10]([O:22][CH2:23][CH2:24][Si:25]([CH3:27])([CH3:26])[CH3:28])[C:9]=1[CH2:8][CH:7]=[O:42], predict the reactants needed to synthesize it. The reactants are: COC(=O)CCC(C)=[CH:7][CH2:8][C:9]1[C:10]([O:22][CH2:23][CH2:24][Si:25]([CH3:28])([CH3:27])[CH3:26])=[C:11]2[C:15](=[C:16]([CH3:20])[C:17]=1[O:18][CH3:19])[CH2:14][O:13][C:12]2=[O:21].N1C=CC=CC=1.NC(N)=S.C[OH:42].